This data is from Full USPTO retrosynthesis dataset with 1.9M reactions from patents (1976-2016). The task is: Predict the reactants needed to synthesize the given product. (1) Given the product [OH:32][C:10]1[C:11]([C:28]([NH:47][CH2:46][C:45]([F:49])([F:48])[F:44])=[O:29])=[C:12]([OH:27])[N:13]([CH2:16][C:17]2[CH:22]=[CH:21][CH:20]=[CH:19][C:18]=2[C:23]([F:26])([F:25])[F:24])[C:14](=[O:15])[C:9]=1[C:7]([NH:6][CH2:5][C:4]([OH:33])=[O:3])=[O:8], predict the reactants needed to synthesize it. The reactants are: C([O:3][C:4](=[O:33])[CH2:5][NH:6][C:7]([C:9]1[C:14](=[O:15])[N:13]([CH2:16][C:17]2[CH:22]=[CH:21][CH:20]=[CH:19][C:18]=2[C:23]([F:26])([F:25])[F:24])[C:12]([OH:27])=[C:11]([C:28](OC)=[O:29])[C:10]=1[OH:32])=[O:8])C.C(N(CC)C(C)C)(C)C.Cl.[F:44][C:45]([F:49])([F:48])[CH2:46][NH2:47]. (2) Given the product [CH:22]1([C:25]2[CH:29]=[C:28]([CH2:30][N:17]3[C:16](=[O:19])[N:14]4[CH:15]=[C:10]([C:7]5[CH:6]=[CH:5][C:4]([O:3][C:2]([F:1])([F:20])[F:21])=[CH:9][CH:8]=5)[CH:11]=[CH:12][C:13]4=[N:18]3)[N:27]([CH3:32])[N:26]=2)[CH2:24][CH2:23]1, predict the reactants needed to synthesize it. The reactants are: [F:1][C:2]([F:21])([F:20])[O:3][C:4]1[CH:9]=[CH:8][C:7]([C:10]2[CH:11]=[CH:12][C:13]3[N:14]([C:16](=[O:19])[NH:17][N:18]=3)[CH:15]=2)=[CH:6][CH:5]=1.[CH:22]1([C:25]2[CH:29]=[C:28]([CH2:30]O)[N:27]([CH3:32])[N:26]=2)[CH2:24][CH2:23]1.C1C=CC(P(C2C=CC=CC=2)C2C=CC=CC=2)=CC=1.N(C(OCC)=O)=NC(OCC)=O.